Predict the reactants needed to synthesize the given product. From a dataset of Full USPTO retrosynthesis dataset with 1.9M reactions from patents (1976-2016). (1) Given the product [Br:14][C:5]1[N:1]([C:6]2[CH:7]=[CH:8][C:9]([C:10]#[N:11])=[CH:12][CH:13]=2)[N:2]=[CH:3][N:4]=1, predict the reactants needed to synthesize it. The reactants are: [N:1]1([C:6]2[CH:13]=[CH:12][C:9]([C:10]#[N:11])=[CH:8][CH:7]=2)[CH:5]=[N:4][CH:3]=[N:2]1.[Br:14]N1C(=O)CCC1=O. (2) Given the product [F:28][C:22]1[CH:23]=[C:24]([F:27])[CH:25]=[CH:26][C:21]=1[C:19]1[C:18]([F:29])=[CH:17][N:16]=[C:15]([NH:14][C:6]2[CH:5]=[C:4]([CH:9]=[C:8]([C:10]([F:12])([F:11])[F:13])[CH:7]=2)[CH2:3][S:46][CH2:45][CH2:44][NH:43][C:36](=[O:37])[O:38][C:39]([CH3:41])([CH3:40])[CH3:42])[N:20]=1, predict the reactants needed to synthesize it. The reactants are: Cl.Cl[CH2:3][C:4]1[CH:5]=[C:6]([NH:14][C:15]2[N:20]=[C:19]([C:21]3[CH:26]=[CH:25][C:24]([F:27])=[CH:23][C:22]=3[F:28])[C:18]([F:29])=[CH:17][N:16]=2)[CH:7]=[C:8]([C:10]([F:13])([F:12])[F:11])[CH:9]=1.C(=O)([O-])[O-].[Cs+].[Cs+].[C:36]([NH:43][CH2:44][CH2:45][SH:46])([O:38][C:39]([CH3:42])([CH3:41])[CH3:40])=[O:37]. (3) Given the product [C:7]([O:11][C:12]([N:1]1[CH2:5][CH2:4][CH:3]([OH:6])[CH2:2]1)=[O:13])([CH3:10])([CH3:9])[CH3:8], predict the reactants needed to synthesize it. The reactants are: [NH:1]1[CH2:5][CH2:4][CH:3]([OH:6])[CH2:2]1.[C:7]([O:11][C:12](O[C:12]([O:11][C:7]([CH3:10])([CH3:9])[CH3:8])=[O:13])=[O:13])([CH3:10])([CH3:9])[CH3:8]. (4) Given the product [CH:1]1([CH2:4][O:5][C:6]2[CH:11]=[CH:10][C:9]([CH3:12])=[CH:8][C:7]=2[C:13]2[CH:18]=[CH:17][N:16]=[C:15]3[C:19]([C:31]([NH:34][CH:35]4[CH2:36][CH2:37][N:38]([C:41]([O:43][C:44]([CH3:47])([CH3:46])[CH3:45])=[O:42])[CH2:39][CH2:40]4)=[O:33])=[C:20]([CH3:30])[N:21]([CH2:22][O:23][CH2:24][CH2:25][Si:26]([CH3:27])([CH3:29])[CH3:28])[C:14]=23)[CH2:3][CH2:2]1, predict the reactants needed to synthesize it. The reactants are: [CH:1]1([CH2:4][O:5][C:6]2[CH:11]=[CH:10][C:9]([CH3:12])=[CH:8][C:7]=2[C:13]2[CH:18]=[CH:17][N:16]=[C:15]3[C:19]([C:31]([OH:33])=O)=[C:20]([CH3:30])[N:21]([CH2:22][O:23][CH2:24][CH2:25][Si:26]([CH3:29])([CH3:28])[CH3:27])[C:14]=23)[CH2:3][CH2:2]1.[NH2:34][CH:35]1[CH2:40][CH2:39][N:38]([C:41]([O:43][C:44]([CH3:47])([CH3:46])[CH3:45])=[O:42])[CH2:37][CH2:36]1. (5) Given the product [Br:1][C:2]1[C:7](=[O:8])[N:6]([C:9]2[CH:10]=[C:11]([CH:15]=[CH:16][C:17]=2[CH3:18])[C:12]([N:44]([O:45][CH3:30])[CH3:43])=[O:13])[C:5]([CH3:19])=[N:4][C:3]=1[O:20][CH2:21][C:22]1[CH:27]=[CH:26][C:25]([F:28])=[CH:24][C:23]=1[F:29], predict the reactants needed to synthesize it. The reactants are: [Br:1][C:2]1[C:7](=[O:8])[N:6]([C:9]2[CH:10]=[C:11]([CH:15]=[CH:16][C:17]=2[CH3:18])[C:12](O)=[O:13])[C:5]([CH3:19])=[N:4][C:3]=1[O:20][CH2:21][C:22]1[CH:27]=[CH:26][C:25]([F:28])=[CH:24][C:23]=1[F:29].[C:30](N1C=CN=C1)(N1C=CN=C1)=O.Cl.[CH3:43][N:44](C)[OH:45].C(N(CC)CC)C. (6) Given the product [C:1]([C:5]1[CH2:9][C:8](=[O:10])[N:7]([CH2:22][C:23]2[CH:24]=[CH:25][C:26]([C:27]([O:29][CH3:30])=[O:28])=[CH:31][CH:32]=2)[N:6]=1)([CH3:4])([CH3:2])[CH3:3], predict the reactants needed to synthesize it. The reactants are: [C:1]([C:5]1[CH:9]=[C:8]([O:10]CC2C=CC(C(OC)=O)=CC=2)[N:7]([CH2:22][C:23]2[CH:32]=[CH:31][C:26]([C:27]([O:29][CH3:30])=[O:28])=[CH:25][CH:24]=2)[N:6]=1)([CH3:4])([CH3:3])[CH3:2]. (7) Given the product [N:1]1([C:8]2[N:13]=[CH:12][C:11]([C:14]#[N:15])=[CH:10][CH:9]=2)[CH2:6][CH2:5][S:4][CH2:3][CH2:2]1, predict the reactants needed to synthesize it. The reactants are: [NH:1]1[CH2:6][CH2:5][S:4][CH2:3][CH2:2]1.Cl[C:8]1[N:13]=[CH:12][C:11]([C:14]#[N:15])=[CH:10][CH:9]=1.O.